Task: Regression. Given two drug SMILES strings and cell line genomic features, predict the synergy score measuring deviation from expected non-interaction effect.. Dataset: NCI-60 drug combinations with 297,098 pairs across 59 cell lines (1) Cell line: NCI-H522. Synergy scores: CSS=-1.09, Synergy_ZIP=0.742, Synergy_Bliss=1.24, Synergy_Loewe=-1.41, Synergy_HSA=-1.21. Drug 2: CC12CCC3C(C1CCC2O)C(CC4=C3C=CC(=C4)O)CCCCCCCCCS(=O)CCCC(C(F)(F)F)(F)F. Drug 1: C1=CC(=CC=C1C#N)C(C2=CC=C(C=C2)C#N)N3C=NC=N3. (2) Drug 1: C1=C(C(=O)NC(=O)N1)N(CCCl)CCCl. Drug 2: CCC(=C(C1=CC=CC=C1)C2=CC=C(C=C2)OCCN(C)C)C3=CC=CC=C3.C(C(=O)O)C(CC(=O)O)(C(=O)O)O. Cell line: ACHN. Synergy scores: CSS=61.5, Synergy_ZIP=0.454, Synergy_Bliss=1.48, Synergy_Loewe=-1.78, Synergy_HSA=0.754. (3) Drug 1: C1=CC(=C2C(=C1NCCNCCO)C(=O)C3=C(C=CC(=C3C2=O)O)O)NCCNCCO. Drug 2: C1=CC(=CC=C1CCCC(=O)O)N(CCCl)CCCl. Cell line: NCI-H226. Synergy scores: CSS=40.5, Synergy_ZIP=-2.09, Synergy_Bliss=-1.18, Synergy_Loewe=-24.3, Synergy_HSA=2.24.